This data is from Forward reaction prediction with 1.9M reactions from USPTO patents (1976-2016). The task is: Predict the product of the given reaction. Given the reactants Br[C:2]1[C:7]([N:8]([CH2:23][O:24][CH3:25])[S:9]([C:12]2[CH:17]=[CH:16][C:15]([Cl:18])=[C:14]([C:19]([F:22])([F:21])[F:20])[CH:13]=2)(=[O:11])=[O:10])=[CH:6][C:5]([Cl:26])=[CH:4][N:3]=1.C([Mg]Cl)(C)C.[C:32]([O:36][C:37](=[O:47])[NH:38][C:39]1[C:44]([CH:45]=[O:46])=[CH:43][CH:42]=[CH:41][N:40]=1)([CH3:35])([CH3:34])[CH3:33], predict the reaction product. The product is: [C:32]([O:36][C:37](=[O:47])[NH:38][C:39]1[C:44]([CH:45]([C:2]2[C:7]([N:8]([S:9]([C:12]3[CH:17]=[CH:16][C:15]([Cl:18])=[C:14]([C:19]([F:22])([F:21])[F:20])[CH:13]=3)(=[O:11])=[O:10])[CH2:23][O:24][CH3:25])=[CH:6][C:5]([Cl:26])=[CH:4][N:3]=2)[OH:46])=[CH:43][CH:42]=[CH:41][N:40]=1)([CH3:35])([CH3:33])[CH3:34].